From a dataset of Catalyst prediction with 721,799 reactions and 888 catalyst types from USPTO. Predict which catalyst facilitates the given reaction. (1) Reactant: [OH:1][CH:2]1[CH2:7][CH2:6][CH2:5][NH:4][CH2:3]1.C(N(CC)CC)C.[C:15](O[C:15]([O:17][C:18]([CH3:21])([CH3:20])[CH3:19])=[O:16])([O:17][C:18]([CH3:21])([CH3:20])[CH3:19])=[O:16]. Product: [C:18]([O:17][C:15]([N:4]1[CH2:5][CH2:6][CH2:7][C:2](=[O:1])[CH2:3]1)=[O:16])([CH3:21])([CH3:20])[CH3:19]. The catalyst class is: 7. (2) Reactant: [C:1]([O:5][C:6](=[O:30])[N:7]([C:9]([C:22]1[CH:27]=[CH:26][C:25]([Cl:28])=[C:24]([Cl:29])[CH:23]=1)([CH2:15][NH:16][C:17](=[O:21])[CH2:18][CH2:19][CH3:20])[CH2:10][CH:11]([OH:14])CO)[CH3:8])([CH3:4])([CH3:3])[CH3:2].I([O-])(=O)(=O)=O.[Na+]. Product: [C:1]([O:5][C:6](=[O:30])[N:7]([C:9]([C:22]1[CH:27]=[CH:26][C:25]([Cl:28])=[C:24]([Cl:29])[CH:23]=1)([CH2:15][NH:16][C:17](=[O:21])[CH2:18][CH2:19][CH3:20])[CH2:10][CH:11]=[O:14])[CH3:8])([CH3:2])([CH3:3])[CH3:4]. The catalyst class is: 30. (3) Reactant: [CH3:1][C:2]([CH3:8])([CH2:6][OH:7])[C:3]([OH:5])=[O:4].[C:9](Cl)(=[O:11])[CH3:10].Cl. Product: [CH3:1][C:2]([CH3:8])([CH2:6][O:7][C:9](=[O:11])[CH3:10])[C:3]([OH:5])=[O:4]. The catalyst class is: 17. (4) Reactant: [F:1][C:2]1[CH:3]=[C:4]([NH:9][C:10]2[N:18]=[CH:17][CH:16]=[CH:15][C:11]=2[C:12]([OH:14])=O)[CH:5]=[C:6]([F:8])[CH:7]=1.[CH3:19][C:20]([NH2:24])([C:22]#[CH:23])[CH3:21].C1C=CC2N(O)N=NC=2C=1.CCN=C=NCCCN(C)C.CCN(C(C)C)C(C)C. Product: [F:8][C:6]1[CH:5]=[C:4]([NH:9][C:10]2[N:18]=[CH:17][CH:16]=[CH:15][C:11]=2[C:12]([NH:24][C:20]([CH3:21])([C:22]#[CH:23])[CH3:19])=[O:14])[CH:3]=[C:2]([F:1])[CH:7]=1. The catalyst class is: 2. (5) Reactant: [F:1][C:2]1[C:11]2[O:10][CH2:9][CH2:8][O:7][C:6]=2[C:5]([F:12])=[CH:4][C:3]=1[CH2:13]OC1CCCCO1.P(Br)(Br)[Br:22]. Product: [Br:22][CH2:13][C:3]1[CH:4]=[C:5]([F:12])[C:6]2[O:7][CH2:8][CH2:9][O:10][C:11]=2[C:2]=1[F:1]. The catalyst class is: 11. (6) Reactant: [O:1]1[C:5]2[CH:6]=[CH:7][C:8]([C:10]3([C:13](Cl)=[O:14])[CH2:12][CH2:11]3)=[CH:9][C:4]=2[O:3][CH2:2]1.[NH2:16][C:17]1[CH:18]=[C:19]2[C:23](=[CH:24][CH:25]=1)[NH:22][C:21]([CH:26]1[CH2:31][CH2:30][N:29]([C:32]([O:34][C:35]([CH3:38])([CH3:37])[CH3:36])=[O:33])[CH2:28][CH2:27]1)=[CH:20]2.C(N(CC)CC)C. Product: [O:1]1[C:5]2[CH:6]=[CH:7][C:8]([C:10]3([C:13]([NH:16][C:17]4[CH:18]=[C:19]5[C:23](=[CH:24][CH:25]=4)[NH:22][C:21]([CH:26]4[CH2:31][CH2:30][N:29]([C:32]([O:34][C:35]([CH3:38])([CH3:37])[CH3:36])=[O:33])[CH2:28][CH2:27]4)=[CH:20]5)=[O:14])[CH2:12][CH2:11]3)=[CH:9][C:4]=2[O:3][CH2:2]1. The catalyst class is: 4. (7) Reactant: [C:1]([C:5]1[CH:6]=[CH:7][C:8]2[N:9]([CH:11]=[C:12]([C@@H:14]3[C@@H:17]([CH3:18])[C:16](=[O:19])[N:15]3[C:20]([O:22][C:23]([CH3:26])([CH3:25])[CH3:24])=[O:21])[N:13]=2)[CH:10]=1)([CH3:4])([CH3:3])[CH3:2].[OH-].[NH4+:28]. Product: [NH2:28][C:16](=[O:19])[C@H:17]([CH3:18])[C@H:14]([NH:15][C:20](=[O:21])[O:22][C:23]([CH3:24])([CH3:26])[CH3:25])[C:12]1[N:13]=[C:8]2[CH:7]=[CH:6][C:5]([C:1]([CH3:2])([CH3:4])[CH3:3])=[CH:10][N:9]2[CH:11]=1. The catalyst class is: 1. (8) Product: [CH3:12][C:3]1[CH:4]=[C:5]([C:6]([O:8][CH3:9])=[O:7])[CH:10]=[CH:11][C:2]=1[C:14]1[CH:15]=[CH:16][CH:17]=[CH:18][C:13]=1[CH3:22]. Reactant: Br[C:2]1[CH:11]=[CH:10][C:5]([C:6]([O:8][CH3:9])=[O:7])=[CH:4][C:3]=1[CH3:12].[C:13]1([CH3:22])[CH:18]=[CH:17][CH:16]=[CH:15][C:14]=1B(O)O.C(=O)([O-])[O-].[K+].[K+]. The catalyst class is: 12. (9) Reactant: [Cl:1][C:2]1[CH:3]=[CH:4][C:5](F)=[C:6]([CH:9]=1)[C:7]#[N:8].[CH2:11]([S-:13])[CH3:12].[Na+].Cl. Product: [Cl:1][C:2]1[CH:3]=[CH:4][C:5]([S:13][CH2:11][CH3:12])=[C:6]([CH:9]=1)[C:7]#[N:8]. The catalyst class is: 9. (10) Product: [CH3:17][C:6]1[CH:5]=[C:4]([CH3:18])[N:3]=[C:2]([OH:1])[C:7]=1[CH2:8][NH:9][CH3:10]. Reactant: [OH:1][C:2]1[C:7]([CH2:8][NH:9][C:10](=O)OC(C)(C)C)=[C:6]([CH3:17])[CH:5]=[C:4]([CH3:18])[N:3]=1.[H-].[Al+3].[Li+].[H-].[H-].[H-].O. The catalyst class is: 54.